This data is from Catalyst prediction with 721,799 reactions and 888 catalyst types from USPTO. The task is: Predict which catalyst facilitates the given reaction. (1) Reactant: [Br:1][C:2]1[CH:3]=[N:4][CH:5]=[C:6]([CH:23]=1)[C:7]([NH:9][C:10]1[CH:15]=[CH:14][CH:13]=[CH:12][C:11]=1[NH:16][C:17]1[CH:22]=[CH:21][CH:20]=[CH:19][CH:18]=1)=O.P(Cl)(Cl)(Cl)=O. Product: [Br:1][C:2]1[CH:23]=[C:6]([C:7]2[N:16]([C:17]3[CH:22]=[CH:21][CH:20]=[CH:19][CH:18]=3)[C:11]3[CH:12]=[CH:13][CH:14]=[CH:15][C:10]=3[N:9]=2)[CH:5]=[N:4][CH:3]=1. The catalyst class is: 12. (2) Reactant: [CH2:1]([NH2:3])[CH3:2].[CH2:4]([O:11][C:12]1[CH:17]=[C:16]([O:18][CH2:19][C:20]2[CH:25]=[CH:24][CH:23]=[CH:22][CH:21]=2)[C:15]([CH:26]([CH3:28])[CH3:27])=[CH:14][C:13]=1[C:29]1[O:33][N:32]=[C:31]([C:34](=[O:38])[NH:35][CH2:36][CH3:37])[C:30]=1[C:39]1[O:43][N:42]=[C:41]([C:44](OCC)=[O:45])[CH:40]=1)[C:5]1[CH:10]=[CH:9][CH:8]=[CH:7][CH:6]=1. Product: [CH2:4]([O:11][C:12]1[CH:17]=[C:16]([O:18][CH2:19][C:20]2[CH:25]=[CH:24][CH:23]=[CH:22][CH:21]=2)[C:15]([CH:26]([CH3:27])[CH3:28])=[CH:14][C:13]=1[C:29]1[O:33][N:32]=[C:31]([C:34]([NH:35][CH2:36][CH3:37])=[O:38])[C:30]=1[C:39]1[O:43][N:42]=[C:41]([C:44]([NH:3][CH2:1][CH3:2])=[O:45])[CH:40]=1)[C:5]1[CH:6]=[CH:7][CH:8]=[CH:9][CH:10]=1. The catalyst class is: 14. (3) Reactant: CC(C)([O-])C.[K+].[Cl-].[CH3:8][O:9][CH2:10][P+](C1C=CC=CC=1)(C1C=CC=CC=1)C1C=CC=CC=1.[Cl:30][C:31]1[CH:36]=[CH:35][CH:34]=[C:33]([Cl:37])[C:32]=1[N:38]1[C:42]([CH2:43][O:44][C:45]2[CH:50]=[CH:49][C:48]([C:51](=O)[CH3:52])=[C:47]([CH3:54])[CH:46]=2)=[C:41]([CH:55]([CH3:57])[CH3:56])[CH:40]=[N:39]1. Product: [Cl:37][C:33]1[CH:34]=[CH:35][CH:36]=[C:31]([Cl:30])[C:32]=1[N:38]1[C:42]([CH2:43][O:44][C:45]2[CH:50]=[CH:49][C:48]([C:51]([CH3:52])=[CH:8][O:9][CH3:10])=[C:47]([CH3:54])[CH:46]=2)=[C:41]([CH:55]([CH3:57])[CH3:56])[CH:40]=[N:39]1. The catalyst class is: 1. (4) Reactant: [CH3:1][O:2][P:3]([O:16][CH3:17])([CH2:5][C:6]([O:8][CH2:9][C:10]1[CH:15]=[CH:14][CH:13]=[CH:12][CH:11]=1)=[O:7])=[O:4].[Li+].C[Si]([N-][Si](C)(C)C)(C)C.C1C(=O)N([Br:35])C(=O)C1.[Cl-].[NH4+]. Product: [CH2:9]([O:8][C:6](=[O:7])[CH:5]([Br:35])[P:3]([O:16][CH3:17])([O:2][CH3:1])=[O:4])[C:10]1[CH:15]=[CH:14][CH:13]=[CH:12][CH:11]=1. The catalyst class is: 1. (5) Reactant: [O:1]=[C:2]1[C:7]([CH2:8][C:9]2[CH:14]=[CH:13][C:12]([C:15]3[C:16]([C:21]#[N:22])=[CH:17][CH:18]=[CH:19][CH:20]=3)=[CH:11][CH:10]=2)=[C:6]([CH2:23][CH2:24][CH3:25])[N:5]2[N:26]=[CH:27][CH:28]=[C:4]2[N:3]1[C@H:29]1[CH2:34][CH2:33][C@H:32]([O:35][CH2:36][C:37](=[O:39])[CH3:38])[CH2:31][CH2:30]1.[CH2:40]([Si:42](Cl)([CH2:45][CH3:46])[CH2:43][CH3:44])[CH3:41].[CH3:48][Si](C)(C)[N-][Si](C)(C)C.[Li+].C(OCC)(=O)C. Product: [CH3:38][C:37]1([O:39][Si:42]([CH2:45][CH3:46])([CH2:43][CH3:44])[CH2:40][CH3:41])[CH2:48][CH:36]1[O:35][C@H:32]1[CH2:31][CH2:30][C@H:29]([N:3]2[C:2](=[O:1])[C:7]([CH2:8][C:9]3[CH:10]=[CH:11][C:12]([C:15]4[C:16]([C:21]#[N:22])=[CH:17][CH:18]=[CH:19][CH:20]=4)=[CH:13][CH:14]=3)=[C:6]([CH2:23][CH2:24][CH3:25])[N:5]3[N:26]=[CH:27][CH:28]=[C:4]23)[CH2:34][CH2:33]1. The catalyst class is: 7. (6) Reactant: [O:1]1[C:5]2[CH:6]=[CH:7][C:8]([CH:10]([S:14]([C:17]3[CH:22]=[CH:21][C:20]([CH3:23])=[CH:19][CH:18]=3)(=[O:16])=[O:15])[NH:11][CH:12]=O)=[CH:9][C:4]=2[O:3][CH2:2]1.P(Cl)(Cl)(Cl)=O.N1C(C)=CC=CC=1C.C(=O)([O-])O.[Na+]. Product: [N+:11]([CH:10]([S:14]([C:17]1[CH:18]=[CH:19][C:20]([CH3:23])=[CH:21][CH:22]=1)(=[O:16])=[O:15])[C:8]1[CH:7]=[CH:6][C:5]2[O:1][CH2:2][O:3][C:4]=2[CH:9]=1)#[C-:12]. The catalyst class is: 1. (7) Product: [Cl:5][C:6]1[CH:7]=[C:8]([S:12]([N:15]2[CH2:20][CH2:19][C:18]3([N:23]=[C:24]([CH:26]4[CH2:31][CH2:30][CH2:29][CH2:28][CH2:27]4)[NH:22][C:21]3=[O:1])[CH2:17][CH2:16]2)(=[O:14])=[O:13])[CH:9]=[CH:10][CH:11]=1. The catalyst class is: 8. Reactant: [OH-:1].[Na+].OO.[Cl:5][C:6]1[CH:7]=[C:8]([S:12]([N:15]2[CH2:20][CH2:19][C:18]([NH:23][C:24]([CH:26]3[CH2:31][CH2:30][CH2:29][CH2:28][CH2:27]3)=O)([C:21]#[N:22])[CH2:17][CH2:16]2)(=[O:14])=[O:13])[CH:9]=[CH:10][CH:11]=1.O.